This data is from Reaction yield outcomes from USPTO patents with 853,638 reactions. The task is: Predict the reaction yield, written as a fraction of the theoretical maximum amount of product (1.0 means a 100% yield; for example, 0.34 means a 34% yield). (1) The reactants are [Cl:1][C:2]1[CH:7]=[CH:6][CH:5]=[CH:4][C:3]=1[S:8]([N:11]1[CH2:16][CH2:15][CH2:14][CH:13]([C:17]([OH:19])=O)[CH2:12]1)(=[O:10])=[O:9].[CH3:20][CH:21]1[CH2:26][CH2:25][NH:24][CH2:23][CH2:22]1. No catalyst specified. The product is [Cl:1][C:2]1[CH:7]=[CH:6][CH:5]=[CH:4][C:3]=1[S:8]([N:11]1[CH2:16][CH2:15][CH2:14][CH:13]([C:17]([N:24]2[CH2:25][CH2:26][CH:21]([CH3:20])[CH2:22][CH2:23]2)=[O:19])[CH2:12]1)(=[O:9])=[O:10]. The yield is 0.770. (2) The reactants are [CH2:1]([NH:3][C:4]1[C:9]([NH:10][C:11]2[CH:16]=[CH:15][CH:14]=[CH:13][CH:12]=2)=[CH:8][CH:7]=[CH:6][N:5]=1)C.[ClH:17].C(O[CH2:26][CH3:27])(OCC)OCC. The catalyst is C(O)=O. The product is [Cl:17][N+:3]1([CH2:26][CH3:27])[C:4]2=[N:5][CH:6]=[CH:7][CH:8]=[C:9]2[N:10]([C:11]2[CH:16]=[CH:15][CH:14]=[CH:13][CH:12]=2)[CH-:1]1. The yield is 0.910. (3) The reactants are C(OC(=O)[NH:7][C:8]1([C:12]2[CH:17]=[CH:16][C:15]([C:18]3[C:19]([C:28]4[CH:33]=[CH:32][CH:31]=[CH:30][CH:29]=4)=[CH:20][C:21]4[N:22]([C:24]([CH3:27])=[CH:25][N:26]=4)[N:23]=3)=[CH:14][CH:13]=2)[CH2:11][CH2:10][CH2:9]1)(C)(C)C.Cl. The catalyst is O1CCOCC1. The product is [CH3:27][C:24]1[N:22]2[N:23]=[C:18]([C:15]3[CH:14]=[CH:13][C:12]([C:8]4([NH2:7])[CH2:11][CH2:10][CH2:9]4)=[CH:17][CH:16]=3)[C:19]([C:28]3[CH:29]=[CH:30][CH:31]=[CH:32][CH:33]=3)=[CH:20][C:21]2=[N:26][CH:25]=1. The yield is 0.140. (4) The yield is 0.250. The reactants are [CH3:1][O:2][C:3]1[CH:4]=[C:5]2[C:10](=[CH:11][C:12]=1[O:13][CH3:14])[N:9]=[CH:8][CH:7]=[C:6]2[O:15][C:16]1[CH:22]=[CH:21][C:19]([NH2:20])=[C:18]([CH3:23])[C:17]=1[CH3:24].Cl[C:26](Cl)([O:28]C(=O)OC(Cl)(Cl)Cl)Cl.[CH3:37][N:38]1[CH2:43][CH2:42][N:41]([CH2:44][CH2:45][CH:46]([OH:50])[CH2:47][CH2:48][CH3:49])[CH2:40][CH2:39]1.C(=O)(O)[O-].[Na+]. The catalyst is C(Cl)Cl.C(N(CC)CC)C.C1(C)C=CC=CC=1. The product is [CH3:1][O:2][C:3]1[CH:4]=[C:5]2[C:10](=[CH:11][C:12]=1[O:13][CH3:14])[N:9]=[CH:8][CH:7]=[C:6]2[O:15][C:16]1[CH:22]=[CH:21][C:19]([NH:20][C:26](=[O:28])[O:50][CH:46]([CH2:45][CH2:44][N:41]2[CH2:42][CH2:43][N:38]([CH3:37])[CH2:39][CH2:40]2)[CH2:47][CH2:48][CH3:49])=[C:18]([CH3:23])[C:17]=1[CH3:24]. (5) The reactants are [Br:1][C:2]1[C:11]2[C:6](=[CH:7][CH:8]=[CH:9][CH:10]=2)[C:5](=[O:12])[NH:4][C:3]=1C.[CH:14](Cl)(Cl)Cl.IC. The catalyst is C(=O)([O-])[O-].[Ag+2].C(N(CC)CC)C. The product is [Br:1][C:2]1[C:11]2[C:6](=[CH:7][CH:8]=[CH:9][CH:10]=2)[C:5]([O:12][CH3:14])=[N:4][CH:3]=1. The yield is 0.600.